This data is from Catalyst prediction with 721,799 reactions and 888 catalyst types from USPTO. The task is: Predict which catalyst facilitates the given reaction. Reactant: [F:1][C:2]1[CH:3]=[CH:4][C:5]2[NH:9][C:8](=[O:10])[N:7]([CH:11]3[CH2:16][CH2:15][N:14](C(OCC)=O)[CH2:13][CH2:12]3)[C:6]=2[CH:22]=1.[OH-].[Na+]. Product: [F:1][C:2]1[CH:3]=[CH:4][C:5]2[NH:9][C:8](=[O:10])[N:7]([CH:11]3[CH2:12][CH2:13][NH:14][CH2:15][CH2:16]3)[C:6]=2[CH:22]=1. The catalyst class is: 33.